This data is from Reaction yield outcomes from USPTO patents with 853,638 reactions. The task is: Predict the reaction yield, written as a fraction of the theoretical maximum amount of product (1.0 means a 100% yield; for example, 0.34 means a 34% yield). The reactants are [Cl:1][C:2]1[CH:3]=[C:4]([C:8]2[C:13]([O:14][CH3:15])=[CH:12][CH:11]=[C:10]([CH2:16][C:17]3[CH:18]=[CH:19][C:20]([N:23]4[CH2:26][CH2:25][C@@H:24]4[C:27]([NH2:29])=[O:28])=[N:21][CH:22]=3)[C:9]=2[F:30])[CH:5]=[CH:6][CH:7]=1.Cl. The catalyst is CCOCC. The product is [ClH:1].[Cl:1][C:2]1[CH:3]=[C:4]([C:8]2[C:13]([O:14][CH3:15])=[CH:12][CH:11]=[C:10]([CH2:16][C:17]3[CH:18]=[CH:19][C:20]([N:23]4[CH2:26][CH2:25][C@@H:24]4[C:27]([NH2:29])=[O:28])=[N:21][CH:22]=3)[C:9]=2[F:30])[CH:5]=[CH:6][CH:7]=1. The yield is 0.980.